Dataset: Catalyst prediction with 721,799 reactions and 888 catalyst types from USPTO. Task: Predict which catalyst facilitates the given reaction. (1) Reactant: [CH3:1][C:2]1[C:6]([C:7]2[CH:8]=[C:9]([C:25]([NH:27][CH2:28][C:29]3[O:33][N:32]=[C:31]([CH2:34]O)[CH:30]=3)=[O:26])[C:10](=[O:24])[N:11]([C:14]3[CH:19]=[CH:18][CH:17]=[C:16]([C:20]([F:23])([F:22])[F:21])[CH:15]=3)[C:12]=2[CH3:13])=[C:5]([CH3:36])[O:4][N:3]=1.[CH3:37][S:38]SC.C(P(CC)CC)C. Product: [CH3:1][C:2]1[C:6]([C:7]2[CH:8]=[C:9]([C:25]([NH:27][CH2:28][C:29]3[O:33][N:32]=[C:31]([CH2:34][S:38][CH3:37])[CH:30]=3)=[O:26])[C:10](=[O:24])[N:11]([C:14]3[CH:19]=[CH:18][CH:17]=[C:16]([C:20]([F:23])([F:22])[F:21])[CH:15]=3)[C:12]=2[CH3:13])=[C:5]([CH3:36])[O:4][N:3]=1. The catalyst class is: 12. (2) Reactant: CC([O-:5])(C)C.[K+].[CH3:7][C:8]([CH3:16])([CH2:11][CH2:12][CH2:13][C:14]#[N:15])[C:9]#N. Product: [CH3:7][C:8]1([CH3:16])[CH2:11][CH2:12][CH:13]([C:14]#[N:15])[C:9]1=[O:5]. The catalyst class is: 11. (3) Reactant: C(C1COC(=O)N1[C:14](=[O:32])[CH:15]([CH2:25][CH:26]1[CH2:31][CH2:30][CH2:29][CH2:28][CH2:27]1)[CH2:16][C:17]([N:19]1[CH2:24][CH2:23][O:22][CH2:21][CH2:20]1)=[O:18])C1C=CC=CC=1.[OH:33]O.[Li+].[OH-]. Product: [CH:26]1([CH2:25][CH:15]([CH2:16][C:17]([N:19]2[CH2:20][CH2:21][O:22][CH2:23][CH2:24]2)=[O:18])[C:14]([OH:32])=[O:33])[CH2:27][CH2:28][CH2:29][CH2:30][CH2:31]1. The catalyst class is: 20. (4) Reactant: [C:1]1([C:7]([C:15]2[CH:20]=[CH:19][CH:18]=[CH:17][CH:16]=2)([C:9]2[CH:14]=[CH:13][CH:12]=[CH:11][CH:10]=2)[SH:8])[CH:6]=[CH:5][CH:4]=[CH:3][CH:2]=1.[H-].[Na+].CC1C=CC(S(O[C@H:34]2[CH2:37][C@@H:36]([N:38]3[CH2:43][CH2:42][CH2:41][CH2:40][CH2:39]3)[CH2:35]2)(=O)=O)=CC=1.O. Product: [C:7]([S:8][C@H:34]1[CH2:37][C@H:36]([N:38]2[CH2:43][CH2:42][CH2:41][CH2:40][CH2:39]2)[CH2:35]1)([C:1]1[CH:2]=[CH:3][CH:4]=[CH:5][CH:6]=1)([C:9]1[CH:10]=[CH:11][CH:12]=[CH:13][CH:14]=1)[C:15]1[CH:16]=[CH:17][CH:18]=[CH:19][CH:20]=1. The catalyst class is: 9.